From a dataset of Full USPTO retrosynthesis dataset with 1.9M reactions from patents (1976-2016). Predict the reactants needed to synthesize the given product. (1) Given the product [C:21]1([C:20](=[O:32])[CH2:13][C:14]2[CH:19]=[CH:18][N:17]=[CH:16][CH:15]=2)[CH:26]=[CH:25][CH:24]=[CH:23][CH:22]=1, predict the reactants needed to synthesize it. The reactants are: C(NC(C)C)(C)C.[Li]CCCC.[CH3:13][C:14]1[CH:19]=[CH:18][N:17]=[CH:16][CH:15]=1.[C:20](#N)[C:21]1[CH:26]=[CH:25][CH:24]=[CH:23][CH:22]=1.Br.C1C[O:32]CC1. (2) Given the product [C:1]([N:8]1[CH2:12][C@@H:11]([N:13]([C:21](=[O:26])[C:22]([CH3:25])([CH3:24])[CH3:23])[C@H:14]2[CH2:15][CH2:16][C@@H:17]([CH3:20])[CH2:18][CH2:19]2)[CH2:10][C@H:9]1[C:27]#[N:29])([O:3][C:4]([CH3:5])([CH3:7])[CH3:6])=[O:2], predict the reactants needed to synthesize it. The reactants are: [C:1]([N:8]1[CH2:12][C@@H:11]([N:13]([C:21](=[O:26])[C:22]([CH3:25])([CH3:24])[CH3:23])[C@H:14]2[CH2:19][CH2:18][C@@H:17]([CH3:20])[CH2:16][CH2:15]2)[CH2:10][C@H:9]1[C:27]([NH2:29])=O)([O:3][C:4]([CH3:7])([CH3:6])[CH3:5])=[O:2].C(OC(C(F)(F)F)=O)(C(F)(F)F)=O. (3) Given the product [Cl:21][C:15]1[CH:14]=[C:13]2[C:18]([C:19](=[O:20])[C:10]([CH2:9][NH:8][C:6]([C:5]3[CH:28]=[CH:29][C:2]([N:33]4[CH2:34][CH2:35][N:30]([C:36]([NH2:38])=[O:37])[CH2:31][CH2:32]4)=[N:3][CH:4]=3)=[O:7])=[CH:11][N:12]2[C:22]2[CH:23]=[CH:24][CH:25]=[CH:26][CH:27]=2)=[CH:17][CH:16]=1, predict the reactants needed to synthesize it. The reactants are: Cl[C:2]1[CH:29]=[CH:28][C:5]([C:6]([NH:8][CH2:9][C:10]2[C:19](=[O:20])[C:18]3[C:13](=[CH:14][C:15]([Cl:21])=[CH:16][CH:17]=3)[N:12]([C:22]3[CH:27]=[CH:26][CH:25]=[CH:24][CH:23]=3)[CH:11]=2)=[O:7])=[CH:4][N:3]=1.[N:30]1([C:36]([NH2:38])=[O:37])[CH2:35][CH2:34][NH:33][CH2:32][CH2:31]1. (4) Given the product [CH2:20]([O:19][CH:17]=[CH:18][C:3](=[O:4])[C:2]([F:10])([F:1])[C:6]([F:9])([F:8])[F:7])[CH2:21][CH2:22][CH3:23], predict the reactants needed to synthesize it. The reactants are: [F:1][C:2]([F:10])([C:6]([F:9])([F:8])[F:7])[C:3](Cl)=[O:4].N1C=CC=CC=1.[CH:17]([O:19][CH2:20][CH2:21][CH2:22][CH3:23])=[CH2:18].O. (5) Given the product [CH3:29][O:28][C:14]1[CH:15]=[C:16]([CH:26]=[CH:27][C:13]=1[NH:12][C:4]1[N:3]=[C:2]([NH:30][C:31]2[CH:32]=[CH:33][C:34]([C@H:42]3[CH2:47][CH2:46][C@H:45]([N:48]4[CH2:53][CH2:52][N:51]([CH3:54])[CH2:50][CH2:49]4)[CH2:44][CH2:43]3)=[C:35]3[C:39]=2[C:38](=[O:40])[N:37]([CH3:41])[CH2:36]3)[C:7]([C:8]([F:11])([F:10])[F:9])=[CH:6][N:5]=1)[CH2:17][P:18](=[O:25])([O:22][CH2:23][CH3:24])[O:19][CH2:20][CH3:21], predict the reactants needed to synthesize it. The reactants are: Cl[C:2]1[C:7]([C:8]([F:11])([F:10])[F:9])=[CH:6][N:5]=[C:4]([NH:12][C:13]2[CH:27]=[CH:26][C:16]([CH2:17][P:18](=[O:25])([O:22][CH2:23][CH3:24])[O:19][CH2:20][CH3:21])=[CH:15][C:14]=2[O:28][CH3:29])[N:3]=1.[NH2:30][C:31]1[CH:32]=[CH:33][C:34]([C@H:42]2[CH2:47][CH2:46][C@H:45]([N:48]3[CH2:53][CH2:52][N:51]([CH3:54])[CH2:50][CH2:49]3)[CH2:44][CH2:43]2)=[C:35]2[C:39]=1[C:38](=[O:40])[N:37]([CH3:41])[CH2:36]2.